Dataset: Full USPTO retrosynthesis dataset with 1.9M reactions from patents (1976-2016). Task: Predict the reactants needed to synthesize the given product. Given the product [C:25]([O:29][C:30](=[O:31])[NH:32][C:33]1[N:38]=[CH:37][C:36]([C:2]2[N:3]=[C:4]([N:19]3[CH2:24][CH2:23][O:22][CH2:21][CH2:20]3)[C:5]3[N:11]=[CH:10][C:9]([C:12]4[CH:18]=[CH:17][CH:16]=[C:14]([NH2:15])[CH:13]=4)=[CH:8][C:6]=3[N:7]=2)=[CH:35][N:34]=1)([CH3:28])([CH3:26])[CH3:27], predict the reactants needed to synthesize it. The reactants are: Cl[C:2]1[N:3]=[C:4]([N:19]2[CH2:24][CH2:23][O:22][CH2:21][CH2:20]2)[C:5]2[N:11]=[CH:10][C:9]([C:12]3[CH:13]=[C:14]([CH:16]=[CH:17][CH:18]=3)[NH2:15])=[CH:8][C:6]=2[N:7]=1.[C:25]([O:29][C:30]([NH:32][C:33]1[N:38]=[CH:37][C:36](B(O)O)=[CH:35][N:34]=1)=[O:31])([CH3:28])([CH3:27])[CH3:26].P([O-])([O-])([O-])=O.[K+].[K+].[K+].CN(C=O)C.